Dataset: Catalyst prediction with 721,799 reactions and 888 catalyst types from USPTO. Task: Predict which catalyst facilitates the given reaction. (1) Reactant: [NH3:1].[CH2:2]([C:4]1[CH:21]=[CH:20][C:7]([O:8][C:9]2[CH:14]=[CH:13][C:12]([S:15](Cl)(=[O:17])=[O:16])=[CH:11][C:10]=2[F:19])=[C:6]([O:22][CH3:23])[CH:5]=1)[CH3:3]. Product: [CH2:2]([C:4]1[CH:21]=[CH:20][C:7]([O:8][C:9]2[CH:14]=[CH:13][C:12]([S:15]([NH2:1])(=[O:17])=[O:16])=[CH:11][C:10]=2[F:19])=[C:6]([O:22][CH3:23])[CH:5]=1)[CH3:3]. The catalyst class is: 56. (2) Reactant: [NH2:1][C:2]1[C:7]([O:8][CH2:9][CH:10]2[CH2:15][CH2:14][N:13]([C:16]3[N:21]=[C:20](Cl)[N:19]=[C:18]([C:23]([NH:25][CH2:26][CH3:27])=[O:24])[CH:17]=3)[CH2:12][CH2:11]2)=[CH:6][C:5]([C:28]2[N:32]([CH3:33])[CH:31]=[N:30][CH:29]=2)=[CH:4][N:3]=1.[CH3:34][O:35][CH2:36][C@H:37]([OH:39])[CH3:38].C[Si]([N-][Si](C)(C)C)(C)C.[K+].O. Product: [NH2:1][C:2]1[C:7]([O:8][CH2:9][CH:10]2[CH2:15][CH2:14][N:13]([C:16]3[N:21]=[C:20]([O:39][C@H:37]([CH3:38])[CH2:36][O:35][CH3:34])[N:19]=[C:18]([C:23]([NH:25][CH2:26][CH3:27])=[O:24])[CH:17]=3)[CH2:12][CH2:11]2)=[CH:6][C:5]([C:28]2[N:32]([CH3:33])[CH:31]=[N:30][CH:29]=2)=[CH:4][N:3]=1. The catalyst class is: 1. (3) Reactant: [NH:1]1[C:9]2[C:4](=[CH:5][CH:6]=[CH:7][CH:8]=2)[CH2:3][C:2]1=[O:10].C1C(=O)N([Br:18])C(=O)C1. Product: [Br:18][C:6]1[CH:5]=[C:4]2[C:9](=[CH:8][CH:7]=1)[NH:1][C:2](=[O:10])[CH2:3]2. The catalyst class is: 10.